This data is from Forward reaction prediction with 1.9M reactions from USPTO patents (1976-2016). The task is: Predict the product of the given reaction. Given the reactants [F:1][C:2]1[CH:10]=[CH:9][CH:8]=[C:7]([F:11])[C:3]=1[C:4](Cl)=[O:5].[Cl:12][C:13]1[CH:26]=[CH:25][C:24]([C:27]([F:30])([F:29])[F:28])=[CH:23][C:14]=1[O:15][C:16]1[CH:17]=[CH:18][C:19]([NH2:22])=[N:20][CH:21]=1.CCN(C(C)C)C(C)C, predict the reaction product. The product is: [Cl:12][C:13]1[CH:26]=[CH:25][C:24]([C:27]([F:28])([F:30])[F:29])=[CH:23][C:14]=1[O:15][C:16]1[CH:17]=[CH:18][C:19]([NH:22][C:4](=[O:5])[C:3]2[C:2]([F:1])=[CH:10][CH:9]=[CH:8][C:7]=2[F:11])=[N:20][CH:21]=1.